Regression. Given a peptide amino acid sequence and an MHC pseudo amino acid sequence, predict their binding affinity value. This is MHC class I binding data. From a dataset of Peptide-MHC class I binding affinity with 185,985 pairs from IEDB/IMGT. (1) The peptide sequence is STQQNKLVI. The MHC is HLA-A03:01 with pseudo-sequence HLA-A03:01. The binding affinity (normalized) is 0. (2) The peptide sequence is GLAGGAATA. The MHC is HLA-A69:01 with pseudo-sequence HLA-A69:01. The binding affinity (normalized) is 0.0847. (3) The peptide sequence is LLRDAGLVKM. The MHC is HLA-A02:01 with pseudo-sequence HLA-A02:01. The binding affinity (normalized) is 0.213.